Dataset: Catalyst prediction with 721,799 reactions and 888 catalyst types from USPTO. Task: Predict which catalyst facilitates the given reaction. (1) Reactant: [CH2:1]([O:8][C:9]([NH:11][C@H:12]1[CH2:16][N:15]([C:17]([O:19][C:20]([CH3:23])([CH3:22])[CH3:21])=[O:18])[C@H:14]([C:24]([OH:26])=O)[CH2:13]1)=[O:10])[C:2]1[CH:7]=[CH:6][CH:5]=[CH:4][CH:3]=1.CN(C(ON1N=N[C:37]2[CH:38]=[CH:39][CH:40]=[N:41][C:36]1=2)=[N+](C)C)C.F[P-](F)(F)(F)(F)F.[F:51][C:52]1[CH:65]=[CH:64][C:55]([O:56]NC2C=CC=CC=2)=[CH:54][CH:53]=1.[CH3:66]CN(C(C)C)C(C)C. Product: [CH2:1]([O:8][C:9]([NH:11][C@H:12]1[CH2:16][N:15]([C:17]([O:19][C:20]([CH3:23])([CH3:22])[CH3:21])=[O:18])[C@H:14]([C:24](=[O:26])[NH:41][C:36]2[CH:37]=[CH:38][C:39]([O:56][C:55]3[CH:64]=[CH:65][C:52]([F:51])=[CH:53][CH:54]=3)=[CH:40][CH:66]=2)[CH2:13]1)=[O:10])[C:2]1[CH:3]=[CH:4][CH:5]=[CH:6][CH:7]=1. The catalyst class is: 3. (2) The catalyst class is: 6. Reactant: P(=O)(O)(O)[OH:2].[CH3:6][CH:7]([CH3:16])[CH2:8][CH:9]([S:13][C:14]#[N:15])[C:10](=O)[CH3:11]. Product: [CH3:11][C:10]1[NH:15][C:14](=[O:2])[S:13][C:9]=1[CH2:8][CH:7]([CH3:16])[CH3:6]. (3) Product: [NH2:21][C:16]1[CH:17]=[CH:18][CH:19]=[CH:20][C:15]=1[NH:14][CH2:13][CH:9]([NH:8][C:6]([O:5][C:1]([CH3:4])([CH3:3])[CH3:2])=[O:7])[C:10]([OH:12])=[O:11]. The catalyst class is: 50. Reactant: [C:1]([O:5][C:6]([NH:8][CH:9]([CH2:13][NH:14][C:15]1[CH:20]=[CH:19][CH:18]=[CH:17][C:16]=1[N+:21]([O-])=O)[C:10]([OH:12])=[O:11])=[O:7])([CH3:4])([CH3:3])[CH3:2]. (4) Reactant: [O:1]1C2C=CC=C[C:4]=2[CH:3]=[C:2]1C(C=O)C(OCC)=O.[NH2:18][C:19]1[CH:24]=[CH:23][CH:22]=[CH:21][CH:20]=1.C(O)(=O)C. Product: [NH:18]1[C:19]2[C:24](=[CH:23][CH:22]=[CH:21][CH:20]=2)[C:2](=[O:1])[CH:3]=[CH:4]1. The catalyst class is: 8. (5) Reactant: [NH2:1][C:2]1[CH:3]=[C:4]([NH:10][S:11]([CH:14]=[CH:15][C:16]2[C:21]([O:22][CH3:23])=[CH:20][C:19]([O:24][CH3:25])=[CH:18][C:17]=2[O:26][CH3:27])(=[O:13])=[O:12])[CH:5]=[CH:6][C:7]=1[O:8][CH3:9].[H][H]. Product: [NH2:1][C:2]1[CH:3]=[C:4]([NH:10][S:11]([CH2:14][CH2:15][C:16]2[C:21]([O:22][CH3:23])=[CH:20][C:19]([O:24][CH3:25])=[CH:18][C:17]=2[O:26][CH3:27])(=[O:13])=[O:12])[CH:5]=[CH:6][C:7]=1[O:8][CH3:9]. The catalyst class is: 19. (6) Reactant: C([O:5][CH:6]([C:12]1[C:21]([CH3:22])=[C:20]([F:23])[C:19]2[C:14](=[CH:15][CH:16]=[CH:17][CH:18]=2)[C:13]=1[O:24][S:25]([C:28]([F:31])([F:30])[F:29])(=[O:27])=[O:26])[C:7]([O:9][CH2:10][CH3:11])=[O:8])(C)(C)C.C(O)(C(F)(F)F)=O. Product: [F:23][C:20]1[C:19]2[C:14](=[CH:15][CH:16]=[CH:17][CH:18]=2)[C:13]([O:24][S:25]([C:28]([F:30])([F:29])[F:31])(=[O:26])=[O:27])=[C:12]([CH:6]([OH:5])[C:7]([O:9][CH2:10][CH3:11])=[O:8])[C:21]=1[CH3:22]. The catalyst class is: 34. (7) Reactant: C[O:2][C:3](=[O:33])[C:4]1[CH:9]=[CH:8][C:7]([S:10][C:11]2[CH:16]=[CH:15][C:14]([O:17][CH3:18])=[CH:13][CH:12]=2)=[C:6]([NH:19][C:20]2[C:21]3[CH:29]=[CH:28][C:27]([CH:30]([CH3:32])[CH3:31])=[N:26][C:22]=3[N:23]=[CH:24][N:25]=2)[CH:5]=1.[OH-].[Na+].Cl. Product: [CH:30]([C:27]1[CH:28]=[CH:29][C:21]2[C:20]([NH:19][C:6]3[CH:5]=[C:4]([CH:9]=[CH:8][C:7]=3[S:10][C:11]3[CH:16]=[CH:15][C:14]([O:17][CH3:18])=[CH:13][CH:12]=3)[C:3]([OH:33])=[O:2])=[N:25][CH:24]=[N:23][C:22]=2[N:26]=1)([CH3:32])[CH3:31]. The catalyst class is: 7.